Dataset: Rat liver microsome stability data. Task: Regression/Classification. Given a drug SMILES string, predict its absorption, distribution, metabolism, or excretion properties. Task type varies by dataset: regression for continuous measurements (e.g., permeability, clearance, half-life) or binary classification for categorical outcomes (e.g., BBB penetration, CYP inhibition). Dataset: rlm. (1) The molecule is CC(C)(N)C#Cc1ccc(NC(=O)CSc2nnnn2-c2ccc(C3CC3)cc2Cl)c(Cl)c1. The result is 0 (unstable in rat liver microsomes). (2) The molecule is Cn1c(=O)cc(N2CCC[C@@](C)(N)C2)n(Cc2cc(F)ccc2C#N)c1=O. The result is 0 (unstable in rat liver microsomes). (3) The drug is CCN(CC)CCCCNc1ncc2cc(-c3c(Cl)cccc3Cl)c(NC(=O)NC(C)(C)C)nc2n1. The result is 0 (unstable in rat liver microsomes). (4) The molecule is CCc1ccc(C2Sc3ccccc3N=C3C2=C(O)c2ccccc23)cc1. The result is 1 (stable in rat liver microsomes). (5) The result is 1 (stable in rat liver microsomes). The drug is Cc1nc2c(C(F)(F)F)cccc2n1-c1cccc(Oc2cccc(S(C)(=O)=O)c2)c1. (6) The compound is CCC(CC)c1cc([C@H]2CN3CC[C@H]2C[C@@H]3CNC(=O)Cc2cccs2)nc(-c2ccncc2)n1. The result is 1 (stable in rat liver microsomes).